This data is from Catalyst prediction with 721,799 reactions and 888 catalyst types from USPTO. The task is: Predict which catalyst facilitates the given reaction. (1) Reactant: [C:1](N[C@H](C(O)=O)CCCC)([O:3][C:4]([CH3:7])([CH3:6])[CH3:5])=[O:2].[OH2:17].O[N:19]1[C:23]2[CH:24]=[CH:25][CH:26]=[CH:27][C:22]=2[N:21]=N1.C(Cl)CCl. Product: [C:1]([NH:19][C:23](=[O:17])[C@H:22]([CH2:27][CH2:26][CH2:25][CH3:24])[NH2:21])([O:3][C:4]([CH3:7])([CH3:6])[CH3:5])=[O:2]. The catalyst class is: 4. (2) Reactant: [CH3:1][CH:2]1[CH2:7][CH2:6][N:5]([C:8]2[CH:15]=[CH:14][C:11]([C:12]#N)=[CH:10][CH:9]=2)[CH2:4][CH2:3]1.[OH-:16].[K+].[OH2:18]. Product: [CH3:1][CH:2]1[CH2:7][CH2:6][N:5]([C:8]2[CH:15]=[CH:14][C:11]([C:12]([OH:18])=[O:16])=[CH:10][CH:9]=2)[CH2:4][CH2:3]1. The catalyst class is: 196. (3) Product: [CH:15]1[CH:14]=[CH:13][C:11](=[O:12])/[C:10](=[CH:9]/[NH:8][CH2:7][CH2:6][NH:5]/[CH:4]=[C:3]2/[CH:2]=[CH:1][CH:20]=[CH:19][C:17]/2=[O:18])/[CH:16]=1. The catalyst class is: 11. Reactant: [CH:1]1[CH:20]=[CH:19][C:17](=[O:18])/[C:3](=[CH:4]\[NH:5][CH2:6][CH2:7][NH:8]/[CH:9]=[C:10]2\[C:11]([CH:13]=[CH:14][CH:15]=[CH:16]\2)=[O:12])/[CH:2]=1.[O-]CC.[O-]CC.[O-]CC.[Al+3]. (4) Reactant: [F:1][C:2]1[CH:10]=[C:9]([C:11]2[N:15]=[C:14]([C:16]3[CH:21]=[CH:20][C:19]([C:22]4[CH:27]=[CH:26][CH:25]=[CH:24][C:23]=4[CH3:28])=[C:18]([CH2:29][O:30][CH3:31])[CH:17]=3)[O:13][N:12]=2)[CH:8]=[CH:7][C:3]=1[C:4](O)=[O:5].C(N(C(C)C)C(C)C)C.CN(C(ON1N=NC2C=CC=NC1=2)=[N+](C)C)C.F[P-](F)(F)(F)(F)F.[NH2:65][CH2:66][CH:67]([OH:70])[CH2:68][OH:69]. Product: [OH:70][CH:67]([CH2:68][OH:69])[CH2:66][NH:65][C:4](=[O:5])[C:3]1[CH:7]=[CH:8][C:9]([C:11]2[N:15]=[C:14]([C:16]3[CH:21]=[CH:20][C:19]([C:22]4[CH:27]=[CH:26][CH:25]=[CH:24][C:23]=4[CH3:28])=[C:18]([CH2:29][O:30][CH3:31])[CH:17]=3)[O:13][N:12]=2)=[CH:10][C:2]=1[F:1]. The catalyst class is: 31. (5) Reactant: Cl[C:2]1[N:3]=[C:4]([N:11]2[CH2:16][CH2:15][O:14][CH:13]([CH2:17][NH:18][C:19](=[O:26])[C:20]3[CH:25]=[CH:24][CH:23]=[CH:22][CH:21]=3)[CH2:12]2)[C:5]2[S:10][CH:9]=[CH:8][C:6]=2[N:7]=1.[NH2:27][C:28]1[N:33]=[CH:32][C:31](B2OC(C)(C)C(C)(C)O2)=[CH:30][N:29]=1.CC#N.CC([O-])=O.[K+]. Product: [NH2:27][C:28]1[N:33]=[CH:32][C:31]([C:2]2[N:3]=[C:4]([N:11]3[CH2:16][CH2:15][O:14][CH:13]([CH2:17][NH:18][C:19](=[O:26])[C:20]4[CH:25]=[CH:24][CH:23]=[CH:22][CH:21]=4)[CH2:12]3)[C:5]3[S:10][CH:9]=[CH:8][C:6]=3[N:7]=2)=[CH:30][N:29]=1. The catalyst class is: 257. (6) Product: [NH2:1][C:2]1[C:3]([C:19]([OH:21])=[O:20])=[N:4][C:5]([C:8]2[CH:13]=[CH:12][C:11]([C:14](=[O:18])[N:15]([CH3:17])[CH3:16])=[CH:10][CH:9]=2)=[CH:6][N:7]=1. The catalyst class is: 24. Reactant: [NH2:1][C:2]1[C:3]([C:19]([O:21]C)=[O:20])=[N:4][C:5]([C:8]2[CH:13]=[CH:12][C:11]([C:14](=[O:18])[N:15]([CH3:17])[CH3:16])=[CH:10][CH:9]=2)=[CH:6][N:7]=1.[OH-].[Na+].Cl.